Predict which catalyst facilitates the given reaction. From a dataset of Catalyst prediction with 721,799 reactions and 888 catalyst types from USPTO. (1) Reactant: Br[C:2]1[CH:3]=[C:4]([CH:8]2[O:12][CH2:11][CH2:10][O:9]2)[CH:5]=[CH:6][CH:7]=1.C([Li])CCC.[CH3:18][C:19]([CH3:39])([CH3:38])[CH2:20][C:21]([NH:23][C:24]1[C:25]([CH3:37])=[C:26]([CH3:36])[C:27]2[O:31][C:30]([CH3:33])([CH3:32])[C:29](=[O:34])[C:28]=2[CH:35]=1)=[O:22].O. Product: [O:9]1[CH2:10][CH2:11][O:12][CH:8]1[C:4]1[CH:3]=[C:2]([C:29]2([OH:34])[C:28]3[CH:35]=[C:24]([NH:23][C:21](=[O:22])[CH2:20][C:19]([CH3:18])([CH3:38])[CH3:39])[C:25]([CH3:37])=[C:26]([CH3:36])[C:27]=3[O:31][C:30]2([CH3:33])[CH3:32])[CH:7]=[CH:6][CH:5]=1. The catalyst class is: 1. (2) Reactant: Br[CH2:2][C:3]([C:5]1[CH:10]=[CH:9][C:8]([F:11])=[CH:7][CH:6]=1)=O.[CH3:12][C:13]([CH3:18])([CH3:17])[C:14]([NH2:16])=[O:15]. Product: [C:13]([C:14]1[O:15][CH:2]=[C:3]([C:5]2[CH:10]=[CH:9][C:8]([F:11])=[CH:7][CH:6]=2)[N:16]=1)([CH3:18])([CH3:17])[CH3:12]. The catalyst class is: 12. (3) Reactant: [Br:1][C:2]1[CH:7]=[CH:6][C:5]([NH:8][C:9]2[CH:14]=[C:13]([CH3:15])[C:12]([C:16](=O)[CH2:17]Br)=[C:11]([CH3:20])[CH:10]=2)=[CH:4][CH:3]=1.[NH2:21][C:22]([NH2:24])=[S:23]. Product: [Br:1][C:2]1[CH:7]=[CH:6][C:5]([NH:8][C:9]2[CH:14]=[C:13]([CH3:15])[C:12]([C:16]3[N:21]=[C:22]([NH2:24])[S:23][CH:17]=3)=[C:11]([CH3:20])[CH:10]=2)=[CH:4][CH:3]=1. The catalyst class is: 10. (4) Reactant: [CH:1]1([NH:5][C:6]([C@@H:8]2[CH2:12][CH2:11][CH2:10][N:9]2[C:13](=[O:35])[CH2:14][O:15][C:16]2[N:20]([C:21]3[CH:26]=[CH:25][CH:24]=[CH:23][CH:22]=3)[N:19]=[C:18]([C:27]([NH:29][C@H:30]([CH3:34])[C:31](O)=[O:32])=[O:28])[CH:17]=2)=[O:7])[CH2:4][CH2:3][CH2:2]1.CCN(C(C)C)C(C)C.CN(C(ON1N=NC2C=CC=NC1=2)=[N+](C)C)C.F[P-](F)(F)(F)(F)F.[CH:69]1([O:73][C:74]([N:76]2[CH2:81][CH2:80][NH:79][CH2:78][CH2:77]2)=[O:75])[CH2:72][CH2:71][CH2:70]1. Product: [CH:69]1([O:73][C:74]([N:76]2[CH2:81][CH2:80][N:79]([C:31](=[O:32])[C@H:30]([NH:29][C:27]([C:18]3[CH:17]=[C:16]([O:15][CH2:14][C:13]([N:9]4[CH2:10][CH2:11][CH2:12][C@H:8]4[C:6](=[O:7])[NH:5][CH:1]4[CH2:4][CH2:3][CH2:2]4)=[O:35])[N:20]([C:21]4[CH:22]=[CH:23][CH:24]=[CH:25][CH:26]=4)[N:19]=3)=[O:28])[CH3:34])[CH2:78][CH2:77]2)=[O:75])[CH2:72][CH2:71][CH2:70]1. The catalyst class is: 174.